Dataset: Full USPTO retrosynthesis dataset with 1.9M reactions from patents (1976-2016). Task: Predict the reactants needed to synthesize the given product. (1) Given the product [O-:12][N+:4]1[C:5]2[CH:11]=[CH:10][CH:9]=[CH:8][C:6]=2[N:7]=[C:2]([NH:18][CH2:17][CH2:16][CH2:15][C:14]#[N:13])[N:3]=1, predict the reactants needed to synthesize it. The reactants are: Cl[C:2]1[N:3]=[N+:4]([O-:12])[C:5]2[CH:11]=[CH:10][CH:9]=[CH:8][C:6]=2[N:7]=1.[NH2:13][CH2:14][CH2:15][CH2:16][C:17]#[N:18]. (2) The reactants are: Cl[C:2]1[N:7]=[CH:6][C:5]2[C:8]([C:14]#[N:15])=[N:9][N:10]([CH:11]([CH3:13])[CH3:12])[C:4]=2[CH:3]=1.[CH:16]1([S:19]([N:22]2[CH:26]=[C:25]([C:27]3[N:32]=[C:31]([NH2:33])[CH:30]=[CH:29][N:28]=3)[CH:24]=[N:23]2)(=[O:21])=[O:20])[CH2:18][CH2:17]1.C1(P(C2C=CC=CC=2)C2C3OC4C(=CC=CC=4P(C4C=CC=CC=4)C4C=CC=CC=4)C(C)(C)C=3C=CC=2)C=CC=CC=1.C(=O)([O-])[O-].[Cs+].[Cs+]. Given the product [CH:16]1([S:19]([N:22]2[CH:26]=[C:25]([C:27]3[N:32]=[C:31]([NH:33][C:2]4[N:7]=[CH:6][C:5]5[C:8]([C:14]#[N:15])=[N:9][N:10]([CH:11]([CH3:13])[CH3:12])[C:4]=5[CH:3]=4)[CH:30]=[CH:29][N:28]=3)[CH:24]=[N:23]2)(=[O:20])=[O:21])[CH2:18][CH2:17]1, predict the reactants needed to synthesize it. (3) Given the product [F:1][C:2]1[CH:10]=[CH:9][C:8]([F:11])=[CH:7][C:3]=1[C:4](=[NH:5])[NH:12][NH2:13], predict the reactants needed to synthesize it. The reactants are: [F:1][C:2]1[CH:10]=[CH:9][C:8]([F:11])=[CH:7][C:3]=1[C:4](=S)[NH2:5].[NH2:12][NH2:13]. (4) Given the product [CH3:1][C:2]1[S:3][C:4]2[CH2:9][CH2:8][CH:7]([C:10]([OH:12])=[O:11])[C:5]=2[N:6]=1, predict the reactants needed to synthesize it. The reactants are: [CH3:1][C:2]1[S:3][C:4]2[CH2:9][CH2:8][CH:7]([C:10]([O:12]CC)=[O:11])[C:5]=2[N:6]=1.[OH-].[Li+].